The task is: Predict the reaction yield, written as a fraction of the theoretical maximum amount of product (1.0 means a 100% yield; for example, 0.34 means a 34% yield).. This data is from Reaction yield outcomes from USPTO patents with 853,638 reactions. (1) The reactants are [OH:1][C:2]1[CH:3]=[N:4][CH:5]=[CH:6][C:7]=1[NH2:8].[NH2:9][C:10]1[CH:18]=[CH:17][CH:16]=[CH:15][C:11]=1[C:12](O)=O. No catalyst specified. The product is [N:8]1[C:7]2[CH:6]=[CH:5][N:4]=[CH:3][C:2]=2[O:1][C:12]=1[C:11]1[CH:15]=[CH:16][CH:17]=[CH:18][C:10]=1[NH2:9]. The yield is 0.310. (2) The product is [CH3:33][S:34]([O:25][CH2:24][C@H:21]1[CH2:22][CH2:23][C@H:18]([NH:17][C:5]2[C:4]3[C:9](=[CH:10][CH:11]=[C:2]([Br:1])[CH:3]=3)[N:8]=[CH:7][C:6]=2[C:12]([CH:14]2[CH2:16][CH2:15]2)=[O:13])[CH2:19][CH2:20]1)(=[O:36])=[O:35]. The reactants are [Br:1][C:2]1[CH:3]=[C:4]2[C:9](=[CH:10][CH:11]=1)[N:8]=[CH:7][C:6]([C:12]([CH:14]1[CH2:16][CH2:15]1)=[O:13])=[C:5]2[NH:17][C@H:18]1[CH2:23][CH2:22][C@H:21]([CH2:24][OH:25])[CH2:20][CH2:19]1.C(N(CC)CC)C.[CH3:33][S:34](Cl)(=[O:36])=[O:35]. The yield is 0.670. The catalyst is ClCCl.C(=O)(O)[O-].[Na+]. (3) The reactants are [NH:1]1[CH:5]=[CH:4][N:3]=[N:2]1.[H-].[Na+].Br[CH2:9][CH2:10][CH2:11][N:12]1[C:16](=[O:17])[C:15]2=[CH:18][CH:19]=[CH:20][CH:21]=[C:14]2[C:13]1=[O:22].[I-].[K+]. The catalyst is CN(C)C=O.O. The product is [N:1]1[N:2]([CH2:9][CH2:10][CH2:11][N:12]2[C:16](=[O:17])[C:15]3[C:14](=[CH:21][CH:20]=[CH:19][CH:18]=3)[C:13]2=[O:22])[N:3]=[CH:4][CH:5]=1. The yield is 0.470. (4) The reactants are [C:1]1([N:7]2[C:11]([C:12]3[C:17](=[O:18])[CH:16]=[CH:15][N:14]([C:19]4[CH:24]=[CH:23][CH:22]=[C:21]([C:25]([F:28])([F:27])[F:26])[CH:20]=4)[N:13]=3)=[CH:10][CH:9]=[N:8]2)[CH:6]=[CH:5][CH:4]=[CH:3][CH:2]=1.[B-](F)(F)(F)[F:30].[B-](F)(F)(F)F.C1[N+]2(CCl)CC[N+](F)(CC2)C1. The catalyst is CC#N.[Cl-].[Na+].O. The product is [F:30][C:10]1[CH:9]=[N:8][N:7]([C:1]2[CH:2]=[CH:3][CH:4]=[CH:5][CH:6]=2)[C:11]=1[C:12]1[C:17](=[O:18])[CH:16]=[CH:15][N:14]([C:19]2[CH:24]=[CH:23][CH:22]=[C:21]([C:25]([F:27])([F:26])[F:28])[CH:20]=2)[N:13]=1. The yield is 0.230. (5) The reactants are [NH2:1][C:2]1[CH:3]=[N:4][CH:5]=[CH:6][C:7]=1[N:8]1[CH2:13][C@H:12]([CH3:14])[C@@H:11]([O:15][Si:16]([C:19]([CH3:22])([CH3:21])[CH3:20])([CH3:18])[CH3:17])[C@H:10]([NH:23][C:24](=[O:30])[O:25][C:26]([CH3:29])([CH3:28])[CH3:27])[CH2:9]1.[CH3:31][C:32]([O:35][C:36](O[C:36]([O:35][C:32]([CH3:34])([CH3:33])[CH3:31])=[O:37])=[O:37])([CH3:34])[CH3:33]. The catalyst is C(Cl)Cl.CN(C1C=CN=CC=1)C.CCOC(C)=O.O. The product is [C:32]([O:35][C:36]([N:1]([C:2]1[CH:3]=[N:4][CH:5]=[CH:6][C:7]=1[N:8]1[CH2:13][C@H:12]([CH3:14])[C@@H:11]([O:15][Si:16]([C:19]([CH3:22])([CH3:21])[CH3:20])([CH3:18])[CH3:17])[C@H:10]([NH:23][C:24]([O:25][C:26]([CH3:29])([CH3:28])[CH3:27])=[O:30])[CH2:9]1)[C:24](=[O:30])[O:25][C:26]([CH3:29])([CH3:28])[CH3:27])=[O:37])([CH3:34])([CH3:33])[CH3:31]. The yield is 0.570. (6) The catalyst is ClCCl.C(OCC)C. The yield is 0.510. The product is [CH3:1][O:2][CH2:3][CH2:4][O:5][CH2:6][C:7]([NH:18][NH:17][C:15](=[O:16])[C:14]1[CH:19]=[CH:20][C:11]([Cl:10])=[N:12][CH:13]=1)=[O:8]. The reactants are [CH3:1][O:2][CH2:3][CH2:4][O:5][CH2:6][C:7](Cl)=[O:8].[Cl:10][C:11]1[CH:20]=[CH:19][C:14]([C:15]([NH:17][NH2:18])=[O:16])=[CH:13][N:12]=1.CN1CCOCC1.C(=O)([O-])O.[Na+]. (7) The reactants are [NH:1]1[CH2:11][CH2:10][CH:4](C(OCC)=O)[CH2:3][CH2:2]1.[C:12](O[C:12]([O:14][C:15]([CH3:18])([CH3:17])[CH3:16])=[O:13])([O:14][C:15]([CH3:18])([CH3:17])[CH3:16])=[O:13]. The catalyst is O1CCCC1. The product is [C:12]([N:1]1[CH2:2][CH2:3][CH2:4][CH2:10][CH2:11]1)([O:14][C:15]([CH3:18])([CH3:17])[CH3:16])=[O:13]. The yield is 1.00.